From a dataset of Forward reaction prediction with 1.9M reactions from USPTO patents (1976-2016). Predict the product of the given reaction. (1) Given the reactants [CH:1]([C:3]1[CH:12]=[CH:11][C:6]([C:7]([O:9][CH3:10])=[O:8])=[CH:5][CH:4]=1)=[O:2].C1(C)C=CC(S([CH2:22][N:23]=[C:24]=O)(=O)=O)=CC=1, predict the reaction product. The product is: [O:2]1[C:1]([C:3]2[CH:12]=[CH:11][C:6]([C:7]([O:9][CH3:10])=[O:8])=[CH:5][CH:4]=2)=[CH:24][N:23]=[CH:22]1. (2) Given the reactants C([O:8][C:9]1[CH:14]=[CH:13][C:12]([CH2:15][C@H:16]([O:20][CH2:21][CH3:22])[C:17]([OH:19])=[O:18])=[CH:11][CH:10]=1)C1C=CC=CC=1.[C:23](OCC)(=O)[CH3:24], predict the reaction product. The product is: [CH2:23]([O:19][C:17](=[O:18])[C@@H:16]([O:20][CH2:21][CH3:22])[CH2:15][C:12]1[CH:11]=[CH:10][C:9]([OH:8])=[CH:14][CH:13]=1)[CH3:24].